Dataset: Forward reaction prediction with 1.9M reactions from USPTO patents (1976-2016). Task: Predict the product of the given reaction. (1) Given the reactants [Si]([O:8][CH2:9][C:10]1[N:11]=[C:12]([C:15]2([OH:25])[CH2:24][CH2:23][C:18]3([O:22][CH2:21][CH2:20][O:19]3)[CH2:17][CH2:16]2)[S:13][CH:14]=1)(C(C)(C)C)(C)C.F.F.F.C(N(CC)CC)C, predict the reaction product. The product is: [OH:8][CH2:9][C:10]1[N:11]=[C:12]([C:15]2([OH:25])[CH2:24][CH2:23][C:18]3([O:22][CH2:21][CH2:20][O:19]3)[CH2:17][CH2:16]2)[S:13][CH:14]=1. (2) Given the reactants [Cl:1][C:2]1[CH:23]=[CH:22][C:5]([O:6][C:7]([N:9]([CH3:21])[CH2:10][CH2:11][C@H:12]2[CH2:17][CH2:16][C@H:15]([C:18]([OH:20])=O)[CH2:14][CH2:13]2)=[O:8])=[CH:4][CH:3]=1.C(Cl)(=O)C(Cl)=O.[CH2:30]([O:32][C:33](=[O:38])[CH2:34][CH2:35][NH:36][CH3:37])[CH3:31].CCN(CC)CC, predict the reaction product. The product is: [CH2:30]([O:32][C:33](=[O:38])[CH2:34][CH2:35][N:36]([C:18]([C@H:15]1[CH2:14][CH2:13][C@H:12]([CH2:11][CH2:10][N:9]([C:7]([O:6][C:5]2[CH:4]=[CH:3][C:2]([Cl:1])=[CH:23][CH:22]=2)=[O:8])[CH3:21])[CH2:17][CH2:16]1)=[O:20])[CH3:37])[CH3:31]. (3) Given the reactants [C:1]([C:3]1[CH:11]=[CH:10][C:6]([C:7]([OH:9])=O)=[CH:5][CH:4]=1)#[N:2].CN(C(ON1N=NC2C=CC=CC1=2)=[N+](C)C)C.[B-](F)(F)(F)F.C(N(CC)C(C)C)(C)C.[C:43]([O:47][C:48]([N:50]1[CH2:55][CH2:54][CH:53]([CH2:56][NH:57][CH3:58])[CH2:52][CH2:51]1)=[O:49])([CH3:46])([CH3:45])[CH3:44], predict the reaction product. The product is: [C:43]([O:47][C:48]([N:50]1[CH2:55][CH2:54][CH:53]([CH2:56][N:57]([C:7](=[O:9])[C:6]2[CH:5]=[CH:4][C:3]([C:1]#[N:2])=[CH:11][CH:10]=2)[CH3:58])[CH2:52][CH2:51]1)=[O:49])([CH3:46])([CH3:45])[CH3:44]. (4) Given the reactants [CH3:1][O:2][C:3]1[CH:13]=[CH:12][CH:11]=[C:10]([CH3:14])[C:4]=1[C:5]([O:7][CH2:8][CH3:9])=[O:6].[Br:15]Br, predict the reaction product. The product is: [Br:15][C:11]1[C:10]([CH3:14])=[C:4]([C:3]([O:2][CH3:1])=[CH:13][CH:12]=1)[C:5]([O:7][CH2:8][CH3:9])=[O:6]. (5) Given the reactants [CH3:1][C:2]1[CH:11]=[CH:10][C:9]2[C:4](=[CH:5][CH:6]=[C:7]3[O:15][CH2:14][CH:13]([CH2:16][OH:17])[O:12][C:8]3=2)[N:3]=1.[S:18](Cl)([C:21]1[CH:27]=[CH:26][C:24]([CH3:25])=[CH:23][CH:22]=1)(=[O:20])=[O:19].C(N(CC)CC)C.C(Cl)(Cl)Cl, predict the reaction product. The product is: [CH3:25][C:24]1[CH:26]=[CH:27][C:21]([S:18]([O:17][CH2:16][CH:13]2[O:12][C:8]3=[C:9]4[C:4](=[CH:5][CH:6]=[C:7]3[O:15][CH2:14]2)[N:3]=[C:2]([CH3:1])[CH:11]=[CH:10]4)(=[O:20])=[O:19])=[CH:22][CH:23]=1.